From a dataset of Experimentally validated miRNA-target interactions with 360,000+ pairs, plus equal number of negative samples. Binary Classification. Given a miRNA mature sequence and a target amino acid sequence, predict their likelihood of interaction. (1) The miRNA is cel-miR-785-3p with sequence UAAGUGAAUUGUUUUGUGUAGA. The protein sequence of the target gene is MAFTGKFEMESEKNYDEFMKLLGISSDVIEKARNFKIVTEVQQDGQDFTWSQHYSGGHTMTNKFTVGKESNIQTMGGKTFKATVQMEGGKLVVNFPNYHQTSEIVGDKLVEVSTIGGVTYERVSKRLA. Result: 0 (no interaction). (2) Result: 0 (no interaction). The protein sequence of the target gene is MVVSGAPPALGGGCLGTFTSLLLLASTAILNAARIPVPPACGKPQQLNRVVGGEDSTDSEWPWIVSIQKNGTHHCAGSLLTSRWVITAAHCFKDNLNKPYLFSVLLGAWQLGNPGSRSQKVGVAWVEPHPVYSWKEGACADIALVRLERSIQFSERVLPICLPDASIHLPPNTHCWISGWGSIQDGVPLPHPQTLQKLKVPIIDSEVCSHLYWRGAGQGPITEDMLCAGYLEGERDACLGDSGGPLMCQVDGAWLLAGIISWGEGCAERNRPGVYISLSAHRSWVEKIVQGVQLRGRAQG.... The miRNA is hsa-miR-6724-5p with sequence CUGGGCCCGCGGCGGGCGUGGGG.